From a dataset of Reaction yield outcomes from USPTO patents with 853,638 reactions. Predict the reaction yield, written as a fraction of the theoretical maximum amount of product (1.0 means a 100% yield; for example, 0.34 means a 34% yield). (1) The reactants are [CH3:1][O:2][CH2:3][CH2:4][NH:5][C:6]1[N:14]=[C:13]2[C:9]([N:10]=[CH:11][N:12]2[CH:15]2[CH2:20][CH2:19][CH2:18][CH2:17][O:16]2)=[C:8]([NH2:21])[N:7]=1.[Br:22]Br.C(=O)([O-])O.[Na+].O. The catalyst is C(Cl)(Cl)Cl.CO.C(Cl)(Cl)Cl. The product is [Br:22][C:11]1[N:12]([CH:15]2[CH2:20][CH2:19][CH2:18][CH2:17][O:16]2)[C:13]2[C:9]([N:10]=1)=[C:8]([NH2:21])[N:7]=[C:6]([NH:5][CH2:4][CH2:3][O:2][CH3:1])[N:14]=2. The yield is 0.790. (2) The reactants are [CH2:1]([N:3]([CH2:30][CH3:31])[CH2:4][CH2:5][NH:6][C:7]([C:9]1[C:17]2[CH2:16][CH2:15][CH2:14]/[C:13](=[C:18]3/[C:19](=[O:28])[NH:20][C:21]4[C:26]/3=[CH:25][C:24]([F:27])=[CH:23][CH:22]=4)/[C:12]=2[NH:11][C:10]=1[CH3:29])=[O:8])[CH3:2].C(#N)C.[P:35](=[O:39])([OH:38])([OH:37])[OH:36]. The catalyst is ClCCl. The product is [P:35]([OH:39])([OH:38])([OH:37])=[O:36].[CH2:30]([N:3]([CH2:1][CH3:2])[CH2:4][CH2:5][NH:6][C:7]([C:9]1[C:17]2[CH2:16][CH2:15][CH2:14]/[C:13](=[C:18]3/[C:19](=[O:28])[NH:20][C:21]4[C:26]/3=[CH:25][C:24]([F:27])=[CH:23][CH:22]=4)/[C:12]=2[NH:11][C:10]=1[CH3:29])=[O:8])[CH3:31]. The yield is 0.890. (3) The reactants are [C:1](Cl)(Cl)=[S:2].C(=O)([O-])[O-].[Ca+2].[Cl:10][C:11]1[CH:12]=[C:13]([CH:15]=[CH:16][C:17]=1[S:18][C:19]1[CH:24]=[CH:23][CH:22]=[CH:21][CH:20]=1)[NH2:14].Cl. The catalyst is C(Cl)Cl.O. The product is [Cl:10][C:11]1[CH:12]=[C:13]([N:14]=[C:1]=[S:2])[CH:15]=[CH:16][C:17]=1[S:18][C:19]1[CH:24]=[CH:23][CH:22]=[CH:21][CH:20]=1. The yield is 0.650. (4) The reactants are [NH:1]1[C:9]2[C:4](=[CH:5][C:6]([O:10][C@H:11]3[CH2:16][CH2:15][CH2:14][C@H:13]([NH:17][C:18](=O)[CH3:19])[CH2:12]3)=[CH:7][CH:8]=2)[CH:3]=[N:2]1.[H-].[Al+3].[Li+].[H-].[H-].[H-].O.[OH-].[Na+]. The catalyst is O1CCCC1. The product is [CH2:18]([NH:17][C@H:13]1[CH2:14][CH2:15][CH2:16][C@H:11]([O:10][C:6]2[CH:5]=[C:4]3[C:9](=[CH:8][CH:7]=2)[NH:1][N:2]=[CH:3]3)[CH2:12]1)[CH3:19]. The yield is 0.830. (5) The reactants are C([N:8]1[CH2:13][CH2:12][CH2:11][CH:10]([C:14]#[C:15][C:16]2[N:20]3[N:21]=[CH:22][CH:23]=[CH:24][C:19]3=[N:18][CH:17]=2)[CH2:9]1)(OC(C)(C)C)=O.C(O)(C(F)(F)F)=O. The yield is 1.07. The catalyst is C(Cl)Cl. The product is [N:18]1[CH:17]=[C:16]([C:15]#[C:14][CH:10]2[CH2:11][CH2:12][CH2:13][NH:8][CH2:9]2)[N:20]2[C:19]=1[CH:24]=[CH:23][CH:22]=[N:21]2. (6) The reactants are [F:1][C:2]1[C:3]([CH2:11]O)=[CH:4][C:5]2[O:9][CH2:8][O:7][C:6]=2[CH:10]=1.C([O-])(O)=O.[Na+].O=S(Cl)[Cl:20]. No catalyst specified. The product is [Cl:20][CH2:11][C:3]1[C:2]([F:1])=[CH:10][C:6]2[O:7][CH2:8][O:9][C:5]=2[CH:4]=1. The yield is 0.900.